Dataset: Peptide-MHC class I binding affinity with 185,985 pairs from IEDB/IMGT. Task: Regression. Given a peptide amino acid sequence and an MHC pseudo amino acid sequence, predict their binding affinity value. This is MHC class I binding data. (1) The peptide sequence is EILWDVIPF. The MHC is HLA-B15:01 with pseudo-sequence HLA-B15:01. The binding affinity (normalized) is 0.515. (2) The peptide sequence is TWKMEKASF. The MHC is HLA-A24:02 with pseudo-sequence HLA-A24:02. The binding affinity (normalized) is 0.234. (3) The peptide sequence is RMRGAHTNDVK. The MHC is HLA-B40:02 with pseudo-sequence HLA-B40:02. The binding affinity (normalized) is 0.